Dataset: NCI-60 drug combinations with 297,098 pairs across 59 cell lines. Task: Regression. Given two drug SMILES strings and cell line genomic features, predict the synergy score measuring deviation from expected non-interaction effect. (1) Drug 1: CCC(=C(C1=CC=CC=C1)C2=CC=C(C=C2)OCCN(C)C)C3=CC=CC=C3.C(C(=O)O)C(CC(=O)O)(C(=O)O)O. Drug 2: CC(C)CN1C=NC2=C1C3=CC=CC=C3N=C2N. Cell line: SF-539. Synergy scores: CSS=-2.43, Synergy_ZIP=1.56, Synergy_Bliss=-2.55, Synergy_Loewe=-1.58, Synergy_HSA=-3.82. (2) Drug 1: CCC1=C2CN3C(=CC4=C(C3=O)COC(=O)C4(CC)O)C2=NC5=C1C=C(C=C5)O. Drug 2: CC1CCCC2(C(O2)CC(NC(=O)CC(C(C(=O)C(C1O)C)(C)C)O)C(=CC3=CSC(=N3)C)C)C. Cell line: EKVX. Synergy scores: CSS=22.9, Synergy_ZIP=0.156, Synergy_Bliss=2.17, Synergy_Loewe=0.356, Synergy_HSA=1.99. (3) Drug 1: CC=C1C(=O)NC(C(=O)OC2CC(=O)NC(C(=O)NC(CSSCCC=C2)C(=O)N1)C(C)C)C(C)C. Drug 2: CC12CCC3C(C1CCC2O)C(CC4=C3C=CC(=C4)O)CCCCCCCCCS(=O)CCCC(C(F)(F)F)(F)F. Cell line: HT29. Synergy scores: CSS=14.4, Synergy_ZIP=0.248, Synergy_Bliss=4.39, Synergy_Loewe=3.62, Synergy_HSA=4.33. (4) Drug 1: CC1=C(C=C(C=C1)NC2=NC=CC(=N2)N(C)C3=CC4=NN(C(=C4C=C3)C)C)S(=O)(=O)N.Cl. Drug 2: CC(CN1CC(=O)NC(=O)C1)N2CC(=O)NC(=O)C2. Cell line: SK-MEL-5. Synergy scores: CSS=25.5, Synergy_ZIP=-3.80, Synergy_Bliss=6.56, Synergy_Loewe=2.45, Synergy_HSA=4.43. (5) Drug 1: CCC1(CC2CC(C3=C(CCN(C2)C1)C4=CC=CC=C4N3)(C5=C(C=C6C(=C5)C78CCN9C7C(C=CC9)(C(C(C8N6C)(C(=O)OC)O)OC(=O)C)CC)OC)C(=O)OC)O.OS(=O)(=O)O. Drug 2: CCCCCOC(=O)NC1=NC(=O)N(C=C1F)C2C(C(C(O2)C)O)O. Cell line: KM12. Synergy scores: CSS=-2.92, Synergy_ZIP=2.15, Synergy_Bliss=1.55, Synergy_Loewe=-3.91, Synergy_HSA=-2.65. (6) Drug 1: CCC1(CC2CC(C3=C(CCN(C2)C1)C4=CC=CC=C4N3)(C5=C(C=C6C(=C5)C78CCN9C7C(C=CC9)(C(C(C8N6C)(C(=O)OC)O)OC(=O)C)CC)OC)C(=O)OC)O.OS(=O)(=O)O. Drug 2: CCCCCOC(=O)NC1=NC(=O)N(C=C1F)C2C(C(C(O2)C)O)O. Cell line: SF-539. Synergy scores: CSS=2.21, Synergy_ZIP=-2.58, Synergy_Bliss=-5.03, Synergy_Loewe=-0.520, Synergy_HSA=-3.61.